The task is: Predict which catalyst facilitates the given reaction.. This data is from Catalyst prediction with 721,799 reactions and 888 catalyst types from USPTO. (1) Reactant: [Cl:1][C:2]1[N:7]=[CH:6][C:5]([OH:8])=[CH:4][CH:3]=1.O.C(=O)([O-])[O-].[Na+].[Na+].[I:16]I. Product: [Cl:1][C:2]1[N:7]=[C:6]([I:16])[C:5]([OH:8])=[CH:4][CH:3]=1. The catalyst class is: 1. (2) Reactant: [Cl:1][C:2]1[CH:7]=[CH:6][C:5]([C:8]([N:10]=[C:11]=[S:12])=[O:9])=[CH:4][CH:3]=1.[CH3:13][O:14][C:15]1[CH:16]=[C:17]2[C:22](=[CH:23][C:24]=1[O:25][CH3:26])[N:21]=[CH:20][CH:19]=[C:18]2[O:27][C:28]1[CH:34]=[CH:33][C:31]([NH2:32])=[CH:30][C:29]=1[CH3:35].C1(C)C=CC=CC=1. Product: [Cl:1][C:2]1[CH:3]=[CH:4][C:5]([C:8]([NH:10][C:11]([NH:32][C:31]2[CH:33]=[CH:34][C:28]([O:27][C:18]3[C:17]4[C:22](=[CH:23][C:24]([O:25][CH3:26])=[C:15]([O:14][CH3:13])[CH:16]=4)[N:21]=[CH:20][CH:19]=3)=[C:29]([CH3:35])[CH:30]=2)=[S:12])=[O:9])=[CH:6][CH:7]=1. The catalyst class is: 8. (3) Reactant: [C:1]([O:5][C:6]([NH:8][C:9]1([C:54]([O:56]CC)=[O:55])[CH2:11][CH:10]1/[CH:12]=[CH:13]/[C:14]1[C:15]([CH3:53])([CH3:52])[C@H:16]2[C@:29]([CH3:32])([CH2:30][CH:31]=1)[C@@H:28]1[C@:19]([CH3:51])([C@@:20]3([CH3:50])[C@H:25]([CH2:26][CH2:27]1)[C@H:24]1[C@H:33]([C:36]([CH3:38])=[CH2:37])[CH2:34][CH2:35][C@:23]1([NH:39][CH2:40][CH2:41][N:42]1[CH2:47][CH2:46][S:45](=[O:49])(=[O:48])[CH2:44][CH2:43]1)[CH2:22][CH2:21]3)[CH2:18][CH2:17]2)=[O:7])([CH3:4])([CH3:3])[CH3:2].[OH-].[Na+]. Product: [C:1]([O:5][C:6]([NH:8][C:9]1([C:54]([OH:56])=[O:55])[CH2:11][CH:10]1/[CH:12]=[CH:13]/[C:14]1[C:15]([CH3:53])([CH3:52])[C@H:16]2[C@:29]([CH3:32])([CH2:30][CH:31]=1)[C@@H:28]1[C@:19]([CH3:51])([C@@:20]3([CH3:50])[C@H:25]([CH2:26][CH2:27]1)[C@H:24]1[C@H:33]([C:36]([CH3:38])=[CH2:37])[CH2:34][CH2:35][C@:23]1([NH:39][CH2:40][CH2:41][N:42]1[CH2:47][CH2:46][S:45](=[O:49])(=[O:48])[CH2:44][CH2:43]1)[CH2:22][CH2:21]3)[CH2:18][CH2:17]2)=[O:7])([CH3:2])([CH3:3])[CH3:4]. The catalyst class is: 169. (4) Reactant: CC(OI1(OC(C)=O)(OC(C)=O)OC(=O)C2C=CC=CC1=2)=O.[CH:23]1([O:28][C:29]2[C:34]([CH2:35][N:36]([CH3:47])[CH:37]3[C:46]4[C:41](=[CH:42][CH:43]=[CH:44][CH:45]=4)[CH2:40][CH2:39][CH2:38]3)=[C:33]([CH3:48])[N:32]=[C:31]([C:49]3[CH:54]=[CH:53][CH:52]=[C:51]([F:55])[C:50]=3[CH:56]([OH:59])[CH2:57][CH3:58])[CH:30]=2)[CH2:27][CH2:26][CH2:25][CH2:24]1.[O-]S([O-])(=S)=O.[Na+].[Na+]. Product: [CH:23]1([O:28][C:29]2[C:34]([CH2:35][N:36]([CH3:47])[CH:37]3[C:46]4[C:41](=[CH:42][CH:43]=[CH:44][CH:45]=4)[CH2:40][CH2:39][CH2:38]3)=[C:33]([CH3:48])[N:32]=[C:31]([C:49]3[CH:54]=[CH:53][CH:52]=[C:51]([F:55])[C:50]=3[C:56](=[O:59])[CH2:57][CH3:58])[CH:30]=2)[CH2:27][CH2:26][CH2:25][CH2:24]1. The catalyst class is: 2. (5) Reactant: [F:1][C:2]([F:20])([F:19])[C:3]([NH:5][CH2:6][C@@H:7]1[CH2:11][CH2:10][N:9](C(OC(C)(C)C)=O)[CH2:8]1)=[O:4].C(O)(C(F)(F)F)=O. Product: [F:20][C:2]([F:1])([F:19])[C:3]([NH:5][CH2:6][C@@H:7]1[CH2:11][CH2:10][NH:9][CH2:8]1)=[O:4]. The catalyst class is: 2. (6) Reactant: [CH3:1][O:2][C:3]([C:5]1[O:6][C:7]2[CH:13]=[CH:12][C:11]([O:14]C)=[CH:10][C:8]=2[CH:9]=1)=[O:4].B(Br)(Br)Br.S(Cl)(Cl)=O.O. Product: [CH3:1][O:2][C:3]([C:5]1[O:6][C:7]2[CH:13]=[CH:12][C:11]([OH:14])=[CH:10][C:8]=2[CH:9]=1)=[O:4]. The catalyst class is: 2. (7) Reactant: [F:1][C:2]1[CH:21]=[CH:20][C:5]2[C:6]([C:9]3[CH:14]=[CH:13][C:12]([O:15][CH2:16][C@@H:17]4[CH2:19][O:18]4)=[CH:11][CH:10]=3)=[N:7][O:8][C:4]=2[CH:3]=1.[CH2:22]1[C:27]2[C:28]3[C:33]([NH:34][C:26]=2[CH2:25][NH:24][CH2:23]1)=[CH:32][CH:31]=[CH:30][CH:29]=3. Product: [F:1][C:2]1[CH:21]=[CH:20][C:5]2[C:6]([C:9]3[CH:10]=[CH:11][C:12]([O:15][CH2:16][C@@H:17]([OH:18])[CH2:19][N:24]4[CH2:23][CH2:22][C:27]5[C:28]6[C:33](=[CH:32][CH:31]=[CH:30][CH:29]=6)[NH:34][C:26]=5[CH2:25]4)=[CH:13][CH:14]=3)=[N:7][O:8][C:4]=2[CH:3]=1. The catalyst class is: 737.